From a dataset of Full USPTO retrosynthesis dataset with 1.9M reactions from patents (1976-2016). Predict the reactants needed to synthesize the given product. (1) Given the product [O:15]=[C:8]1[C:9]2[CH:13]=[CH:12][S:11][C:10]=2[CH2:14][CH:6]([C:4]([OH:5])=[O:3])[CH2:7]1, predict the reactants needed to synthesize it. The reactants are: C([O:3][C:4]([CH:6]1[CH2:14][C:10]2[S:11][CH:12]=[CH:13][C:9]=2[C:8](=[O:15])[CH2:7]1)=[O:5])C.[OH-].[Na+]. (2) Given the product [CH2:10]([C@@:17]12[CH2:30][CH2:29][C@@:28]([CH2:1][CH3:2])([OH:31])[CH2:27][C@@H:26]1[CH:25]=[CH:24][C:23]1[CH:22]=[C:21]([C:32]([O:34][CH3:35])=[O:33])[CH:20]=[CH:19][C:18]2=1)[C:11]1[CH:12]=[CH:13][CH:14]=[CH:15][CH:16]=1, predict the reactants needed to synthesize it. The reactants are: [CH2:1]([Mg]Br)[CH3:2].C1COCC1.[CH2:10]([C@@:17]12[CH2:30][CH2:29][C:28](=[O:31])[CH2:27][C@@H:26]1[CH:25]=[CH:24][C:23]1[CH:22]=[C:21]([C:32]([O:34][CH3:35])=[O:33])[CH:20]=[CH:19][C:18]2=1)[C:11]1[CH:16]=[CH:15][CH:14]=[CH:13][CH:12]=1. (3) The reactants are: [C:1]([O:5][C:6]([N:8]1[CH2:13][CH2:12][CH:11]([O:14][C:15]2[N:16]=[N:17][C:18]([CH2:36][CH2:37][CH2:38][CH3:39])=[C:19]([C:21]3[CH:26]=[CH:25][C:24]([O:27][CH:28]4[CH2:33][CH2:32][CH2:31][CH2:30][CH2:29]4)=[C:23]([C:34]#[N:35])[CH:22]=3)[CH:20]=2)[CH2:10][CH2:9]1)=[O:7])([CH3:4])([CH3:3])[CH3:2].[N:40]([Sn](C)(C)C)=[N+:41]=[N-:42].C1(C)C=CC=CC=1.Cl. Given the product [C:1]([O:5][C:6]([N:8]1[CH2:9][CH2:10][CH:11]([O:14][C:15]2[N:16]=[N:17][C:18]([CH2:36][CH2:37][CH2:38][CH3:39])=[C:19]([C:21]3[CH:26]=[CH:25][C:24]([O:27][CH:28]4[CH2:29][CH2:30][CH2:31][CH2:32][CH2:33]4)=[C:23]([C:34]4[NH:42][N:41]=[N:40][N:35]=4)[CH:22]=3)[CH:20]=2)[CH2:12][CH2:13]1)=[O:7])([CH3:4])([CH3:3])[CH3:2], predict the reactants needed to synthesize it. (4) Given the product [C:1]([C:3]1[CH:8]=[CH:7][C:6]([CH2:9][CH2:10][CH:11](/[CH:23]=[CH:24]/[C:25]2[CH:30]=[CH:29][CH:28]=[CH:27][C:26]=2[O:31][CH2:43][CH2:42][CH2:41][CH2:40][C:39]([F:46])([F:45])[F:38])[CH2:12][C:13]2[CH:14]=[CH:15][C:16]([C:17]([O:19][CH3:20])=[O:18])=[CH:21][CH:22]=2)=[CH:5][CH:4]=1)#[N:2], predict the reactants needed to synthesize it. The reactants are: [C:1]([C:3]1[CH:8]=[CH:7][C:6]([CH2:9][CH2:10][CH:11](/[CH:23]=[CH:24]/[C:25]2[CH:30]=[CH:29][CH:28]=[CH:27][C:26]=2[OH:31])[CH2:12][C:13]2[CH:22]=[CH:21][C:16]([C:17]([O:19][CH3:20])=[O:18])=[CH:15][CH:14]=2)=[CH:5][CH:4]=1)#[N:2].C(=O)([O-])[O-].[K+].[K+].[F:38][C:39]([F:46])([F:45])[CH2:40][CH2:41][CH2:42][CH2:43]Br. (5) Given the product [I:1][C:2]1[C@H:3]([OH:12])[C@@H:4]2[O:8][C:7]([CH3:9])([CH3:10])[O:6][C@@H:5]2[CH:11]=1, predict the reactants needed to synthesize it. The reactants are: [I:1][C:2]1[C:3](=[O:12])[C@@H:4]2[O:8][C:7]([CH3:10])([CH3:9])[O:6][C@@H:5]2[CH:11]=1.[Cl-].[Ce+3].[Cl-].[Cl-].[BH4-].[Na+]. (6) Given the product [Cl:21][C:6]1[C:5]2[C:10](=[CH:11][C:12]([O:13][CH2:14][CH2:15][O:16][CH3:17])=[C:3]([O:2][CH3:1])[CH:4]=2)[N:9]=[CH:8][N:7]=1, predict the reactants needed to synthesize it. The reactants are: [CH3:1][O:2][C:3]1[CH:4]=[C:5]2[C:10](=[CH:11][C:12]=1[O:13][CH2:14][CH2:15][O:16][CH3:17])[N:9]=[CH:8][NH:7][C:6]2=O.O=P(Cl)(Cl)[Cl:21].